From a dataset of Forward reaction prediction with 1.9M reactions from USPTO patents (1976-2016). Predict the product of the given reaction. (1) Given the reactants [H-].[Na+].[Br:3][C:4]1[CH:9]=[CH:8][CH:7]=[CH:6][C:5]=1[CH:10]([CH:12]1[CH2:17][CH2:16][CH2:15][N:14]([S:18]([CH2:21][CH2:22][Si:23]([CH3:26])([CH3:25])[CH3:24])(=[O:20])=[O:19])[CH2:13]1)[OH:11].[H][H].CS(O[CH2:34][CH2:35][CH2:36][O:37][CH3:38])(=O)=O, predict the reaction product. The product is: [Br:3][C:4]1[CH:9]=[CH:8][CH:7]=[CH:6][C:5]=1[CH:10]([O:11][CH2:34][CH2:35][CH2:36][O:37][CH3:38])[CH:12]1[CH2:17][CH2:16][CH2:15][N:14]([S:18]([CH2:21][CH2:22][Si:23]([CH3:26])([CH3:25])[CH3:24])(=[O:19])=[O:20])[CH2:13]1. (2) Given the reactants [CH3:1][O:2][C:3]1[CH:4]=[C:5]([CH:8]=[CH:9][C:10]=1[O:11][CH2:12][C:13]1[N:14]=[C:15]([C:19]2[CH:20]=[N:21][CH:22]=[CH:23][CH:24]=2)[O:16][C:17]=1[CH3:18])[CH:6]=[O:7].C(O)C.[BH4-].[Na+].O, predict the reaction product. The product is: [CH3:1][O:2][C:3]1[CH:4]=[C:5]([CH2:6][OH:7])[CH:8]=[CH:9][C:10]=1[O:11][CH2:12][C:13]1[N:14]=[C:15]([C:19]2[CH:20]=[N:21][CH:22]=[CH:23][CH:24]=2)[O:16][C:17]=1[CH3:18].